Dataset: Merck oncology drug combination screen with 23,052 pairs across 39 cell lines. Task: Regression. Given two drug SMILES strings and cell line genomic features, predict the synergy score measuring deviation from expected non-interaction effect. (1) Drug 2: Cn1cc(-c2cnn3c(N)c(Br)c(C4CCCNC4)nc23)cn1. Synergy scores: synergy=10.7. Cell line: ZR751. Drug 1: COC1CC2CCC(C)C(O)(O2)C(=O)C(=O)N2CCCCC2C(=O)OC(C(C)CC2CCC(OP(C)(C)=O)C(OC)C2)CC(=O)C(C)C=C(C)C(O)C(OC)C(=O)C(C)CC(C)C=CC=CC=C1C. (2) Drug 1: CCc1cnn2c(NCc3ccc[n+]([O-])c3)cc(N3CCCCC3CCO)nc12. Drug 2: Cn1cc(-c2cnn3c(N)c(Br)c(C4CCCNC4)nc23)cn1. Cell line: HCT116. Synergy scores: synergy=6.89. (3) Drug 1: O=P1(N(CCCl)CCCl)NCCCO1. Drug 2: O=C(O)C1(Cc2cccc(Nc3nccs3)n2)CCC(Oc2cccc(Cl)c2F)CC1. Cell line: A2058. Synergy scores: synergy=5.67. (4) Synergy scores: synergy=-6.29. Cell line: RPMI7951. Drug 2: CC(C)CC(NC(=O)C(Cc1ccccc1)NC(=O)c1cnccn1)B(O)O. Drug 1: CS(=O)(=O)CCNCc1ccc(-c2ccc3ncnc(Nc4ccc(OCc5cccc(F)c5)c(Cl)c4)c3c2)o1. (5) Drug 1: COC1=C2CC(C)CC(OC)C(O)C(C)C=C(C)C(OC(N)=O)C(OC)C=CC=C(C)C(=O)NC(=CC1=O)C2=O. Cell line: UACC62. Drug 2: NC1CCCCC1N.O=C(O)C(=O)O.[Pt+2]. Synergy scores: synergy=-24.6. (6) Cell line: NCIH2122. Synergy scores: synergy=-16.7. Drug 2: CC(C)CC(NC(=O)C(Cc1ccccc1)NC(=O)c1cnccn1)B(O)O. Drug 1: Cn1nnc2c(C(N)=O)ncn2c1=O.